From a dataset of Forward reaction prediction with 1.9M reactions from USPTO patents (1976-2016). Predict the product of the given reaction. (1) Given the reactants Br[C:2]1[CH:6]=[CH:5][S:4][CH:3]=1.BrC1SC=CC=1.[C:13]1([NH:19][C:20]2[CH:25]=[CH:24][CH:23]=[CH:22][CH:21]=2)[CH:18]=[CH:17][CH:16]=[CH:15][CH:14]=1.CC(C)([O-])C.[Na+].C1(C(C2C=CC=CC=2)=C(P(C2CCCCC2)C2CCCCC2)C)C=CC=CC=1.[Cl-].[NH4+], predict the reaction product. The product is: [S:4]1[CH:5]=[CH:6][C:2]([N:19]([C:20]2[CH:21]=[CH:22][CH:23]=[CH:24][CH:25]=2)[C:13]2[CH:18]=[CH:17][CH:16]=[CH:15][CH:14]=2)=[CH:3]1. (2) The product is: [CH3:12][CH2:13][CH2:14][CH2:15][CH2:16][CH:17]=[C:41]([C:43]1[CH:44]=[C:45]([I:55])[C:46]([O:53][CH3:54])=[C:47]([C:49]([O:51][CH3:52])=[O:50])[CH:48]=1)[C:40]1[CH:39]=[C:38]([I:37])[C:58]([O:59][CH3:60])=[C:57]([C:61]([O:63][CH3:64])=[O:62])[CH:56]=1. Given the reactants C[Si]([N-][Si](C)(C)C)(C)C.[Na+].[Br-].[CH2:12]([P+](C1C=CC=CC=1)(C1C=CC=CC=1)C1C=CC=CC=1)[CH2:13][CH2:14][CH2:15][CH2:16][CH3:17].[I:37][C:38]1[CH:39]=[C:40]([CH:56]=[C:57]([C:61]([O:63][CH3:64])=[O:62])[C:58]=1[O:59][CH3:60])[C:41]([C:43]1[CH:48]=[C:47]([C:49]([O:51][CH3:52])=[O:50])[C:46]([O:53][CH3:54])=[C:45]([I:55])[CH:44]=1)=O, predict the reaction product.